Dataset: Catalyst prediction with 721,799 reactions and 888 catalyst types from USPTO. Task: Predict which catalyst facilitates the given reaction. Reactant: [CH2:1]([N:8]1[C:13](=[O:14])[C:12]2=[CH:15][CH:16]=[C:17]([Cl:18])[N:11]2[N:10]=[C:9]1[CH:19]([CH:21]1[CH2:23][CH2:22]1)O)[C:2]1[CH:7]=[CH:6][CH:5]=[CH:4][CH:3]=1.[N-:24]=[N+]=[N-].[Na+].C1(P(C2C=CC=CC=2)C2C=CC=CC=2)C=CC=CC=1. Product: [NH2:24][CH:19]([CH:21]1[CH2:23][CH2:22]1)[C:9]1[N:8]([CH2:1][C:2]2[CH:7]=[CH:6][CH:5]=[CH:4][CH:3]=2)[C:13](=[O:14])[C:12]2=[CH:15][CH:16]=[C:17]([Cl:18])[N:11]2[N:10]=1. The catalyst class is: 31.